This data is from Acute oral toxicity (LD50) regression data from Zhu et al.. The task is: Regression/Classification. Given a drug SMILES string, predict its toxicity properties. Task type varies by dataset: regression for continuous values (e.g., LD50, hERG inhibition percentage) or binary classification for toxic/non-toxic outcomes (e.g., AMES mutagenicity, cardiotoxicity, hepatotoxicity). Dataset: ld50_zhu. (1) The drug is C=CC(O)C(O)C=C. The rat oral LD50 is 1.85, given as -log10 of the dose in mol/kg body weight (higher means more acutely toxic). (2) The molecule is COCN(C)N=O. The rat oral LD50 is 2.17, given as -log10 of the dose in mol/kg body weight (higher means more acutely toxic). (3) The compound is Cc1ccccc1C(C)c1ccccc1. The rat oral LD50 is 2.05, given as -log10 of the dose in mol/kg body weight (higher means more acutely toxic). (4) The molecule is CCOP(=S)(Cl)OC. The rat oral LD50 is 2.40, given as -log10 of the dose in mol/kg body weight (higher means more acutely toxic). (5) The compound is Cc1cccc(N(C)C(=S)Oc2ccc3c(c2)C2CCC3C2)c1. The rat oral LD50 is 1.73, given as -log10 of the dose in mol/kg body weight (higher means more acutely toxic). (6) The drug is CCC1CC2C3CCC4=CC(=O)CCC4C3CCC2(C)C1O. The rat oral LD50 is 1.40, given as -log10 of the dose in mol/kg body weight (higher means more acutely toxic). (7) The compound is CCC(CCCCOC(=O)c1ccccc1)COC(=O)c1ccccc1. The rat oral LD50 is 1.09, given as -log10 of the dose in mol/kg body weight (higher means more acutely toxic). (8) The molecule is NC=O. The rat oral LD50 is 0.908, given as -log10 of the dose in mol/kg body weight (higher means more acutely toxic). (9) The compound is C=CCOC(=O)CCCCCCCC1OC1CCCCCCCC. The rat oral LD50 is 2.45, given as -log10 of the dose in mol/kg body weight (higher means more acutely toxic). (10) The drug is CCCCCC=CCC=CCCCCCCCC(=O)N(CCO)CCO. The rat oral LD50 is 1.53, given as -log10 of the dose in mol/kg body weight (higher means more acutely toxic).